From a dataset of Forward reaction prediction with 1.9M reactions from USPTO patents (1976-2016). Predict the product of the given reaction. Given the reactants BrC1C=NC=NC=1.CC1(C)C(C)(C)OB(C2C=C(N3CCN(C(OC(C)(C)C)=O)CC3)C=CC=2)O1.[N:36]1[CH:41]=[C:40]([C:42]2[CH:43]=[C:44]([N:48]3[CH2:53][CH2:52][N:51](C(OC(C)(C)C)=O)[CH2:50][CH2:49]3)[CH:45]=[CH:46][CH:47]=2)[CH:39]=[N:38][CH:37]=1, predict the reaction product. The product is: [N:48]1([C:44]2[CH:43]=[C:42]([C:40]3[CH:39]=[N:38][CH:37]=[N:36][CH:41]=3)[CH:47]=[CH:46][CH:45]=2)[CH2:53][CH2:52][NH:51][CH2:50][CH2:49]1.